From a dataset of Peptide-MHC class II binding affinity with 134,281 pairs from IEDB. Regression. Given a peptide amino acid sequence and an MHC pseudo amino acid sequence, predict their binding affinity value. This is MHC class II binding data. (1) The MHC is DRB1_0802 with pseudo-sequence DRB1_0802. The peptide sequence is SQDLELSWNLNGLTAY. The binding affinity (normalized) is 0.207. (2) The peptide sequence is EEDIKIIPIQEEEY. The MHC is HLA-DQA10401-DQB10402 with pseudo-sequence HLA-DQA10401-DQB10402. The binding affinity (normalized) is 0.739. (3) The peptide sequence is DQEYHRLIHSLSKTS. The MHC is DRB1_1302 with pseudo-sequence DRB1_1302. The binding affinity (normalized) is 0.434. (4) The peptide sequence is KLIGGIGGFVKVRQYDQILI. The MHC is DRB1_0802 with pseudo-sequence DRB1_0802. The binding affinity (normalized) is 0.290. (5) The peptide sequence is CGMFTNRSGSQQ. The MHC is HLA-DQA10103-DQB10603 with pseudo-sequence HLA-DQA10103-DQB10603. The binding affinity (normalized) is 0.00918. (6) The peptide sequence is LHQQQKQQQQPSSQVSFQQP. The MHC is DRB4_0101 with pseudo-sequence DRB4_0103. The binding affinity (normalized) is 0.472. (7) The peptide sequence is PAVKYIEPDMIVNAT. The MHC is DRB1_1501 with pseudo-sequence DRB1_1501. The binding affinity (normalized) is 0.616. (8) The peptide sequence is PARLFKAFVLDSDNL. The MHC is DRB1_0405 with pseudo-sequence DRB1_0405. The binding affinity (normalized) is 0.692. (9) The peptide sequence is EFIAKVRSHAAIGAY. The MHC is HLA-DQA10303-DQB10402 with pseudo-sequence HLA-DQA10303-DQB10402. The binding affinity (normalized) is 0.587.